From a dataset of Forward reaction prediction with 1.9M reactions from USPTO patents (1976-2016). Predict the product of the given reaction. (1) Given the reactants [NH2:1][C:2]1[CH:3]=[C:4]2[C:9](=[C:10]([CH2:12][N:13]([CH3:15])[CH3:14])[CH:11]=1)[N:8]=[CH:7][C:6]([C:16]#[N:17])=[C:5]2[NH:18][C:19]1[CH:24]=[CH:23][CH:22]=[C:21]([Br:25])[CH:20]=1.[CH:26](=O)[C:27]1[CH:32]=[CH:31][CH:30]=[N:29][CH:28]=1.[BH3-]C#N.[Na+], predict the reaction product. The product is: [Br:25][C:21]1[CH:20]=[C:19]([NH:18][C:5]2[C:4]3[C:9](=[C:10]([CH2:12][N:13]([CH3:14])[CH3:15])[CH:11]=[C:2]([NH:1][CH2:26][C:27]4[CH:28]=[N:29][CH:30]=[CH:31][CH:32]=4)[CH:3]=3)[N:8]=[CH:7][C:6]=2[C:16]#[N:17])[CH:24]=[CH:23][CH:22]=1. (2) Given the reactants [C:1]1([CH2:7][CH2:8][C:9]([NH:11][C:12]2[CH:13]=[C:14]([CH:18]=[CH:19][N:20]=2)[C:15]([OH:17])=O)=[O:10])[CH:6]=[CH:5][CH:4]=[CH:3][CH:2]=1.[C:21]([O:25][CH2:26][C:27]1[CH:32]=[CH:31][CH:30]=[CH:29][CH:28]=1)(=[O:24])[NH:22][NH2:23], predict the reaction product. The product is: [C:1]1([CH2:7][CH2:8][C:9]([NH:11][C:12]2[CH:13]=[C:14]([CH:18]=[CH:19][N:20]=2)[C:15]([NH:23][NH:22][C:21]([O:25][CH2:26][C:27]2[CH:32]=[CH:31][CH:30]=[CH:29][CH:28]=2)=[O:24])=[O:17])=[O:10])[CH:2]=[CH:3][CH:4]=[CH:5][CH:6]=1. (3) Given the reactants [CH3:1][C:2]1[O:12][C:11]2[C:6](=[C:7]([OH:22])[CH:8]=[C:9]([OH:21])[C:10]=2[C@@H:13]2[C@H:18]([OH:19])[CH2:17][N:16]([CH3:20])[CH2:15][CH2:14]2)[C:4](=[O:5])[CH:3]=1.OC1C(C2CCN(C)CC2O)=C(O)C=C2C=1C(=O)C=C(C)O2.[K+].[Br-], predict the reaction product. The product is: [CH3:1][C:2]1[O:22][C:7]2[C:6](=[C:11]([OH:12])[C:10]([C@@H:13]3[C@H:18]([OH:19])[CH2:17][N:16]([CH3:20])[CH2:15][CH2:14]3)=[C:9]([OH:21])[CH:8]=2)[C:4](=[O:5])[CH:3]=1.